This data is from Experimentally validated miRNA-target interactions with 360,000+ pairs, plus equal number of negative samples. The task is: Binary Classification. Given a miRNA mature sequence and a target amino acid sequence, predict their likelihood of interaction. (1) The protein sequence of the target gene is MARPVQRFQLWSPLGFLLQLVTLLGKLGPQVQSVRPESLLFVSTLDGSLHALNKQTGDLKWTVKDDPIIQGPMYVTEMAFLSDPADGSLYVLGTQKQQGLMKLPFTIPELVHASPCRSSDGVFYTGRKQDAWFVVDPESGETQMTLTTEGLSTPQLFIGRTQYTVSMHDLRTPALRWNTTYRRYSAPLLNGSPGKYMSHLTSCGMGLLLTVDPGSGIVLWTQDLGVPVTGIYTWHQDGLHQLPHLTLARDTLHFLVLRWGHIRLPASSYQDTATQFSSLDTQLLMTLYVGKEEAGFYVSK.... The miRNA is hsa-miR-4329 with sequence CCUGAGACCCUAGUUCCAC. Result: 0 (no interaction). (2) The miRNA is mmu-miR-136-5p with sequence ACUCCAUUUGUUUUGAUGAUGG. The protein sequence of the target gene is MLLGASWLCASKAAATAARGEGEDRQGEQQRGAQARTEEDMDESSLLDLLECSVCLERLDTTAKVLPCQHTFCRRCLESIVCSRHELRCPECRILVGCGVDELPANILLVRLLDGIRQRPRTGASPGSSPPARPGPGTFSALAGGAGGATGSPPCSPVFLSAAAGSSTSSLCDVATNRSVPVAKTLSQLPYAKALYSYEGKEPGDLKFNKGDIIILRRKVDENWYHGELQGMHGFLPASYIQCVRPLPQALPQGKALYDFEMKDRDQDKDCLTFTKDEVLTVIRRVDDNWAEGMLGDKIG.... Result: 1 (interaction). (3) The protein sequence of the target gene is MSNFLHLKYNEKSVSVTKALTVRFLTKRFIGEYASNFESIYKKHLCLERKQLNLEIYDPCSQTQKAKFSLTSELHWADGFVIVYDISDRSSFAFAKALIYRIREPQTSHCKRAVESAVFLVGNKRDLCHVREVGWEEGQKLALENRCQFCELSAAEQSLEVEMMFIRIIKDILINFKLKEKRRPSGSKSMAKLINNVFGKRRKSV. Result: 0 (no interaction). The miRNA is mmu-miR-690 with sequence AAAGGCUAGGCUCACAACCAAA. (4) The miRNA is hsa-miR-652-3p with sequence AAUGGCGCCACUAGGGUUGUG. The protein sequence of the target gene is MHVMAASMARGGVSARVLLQAARGTWWNRPGGTSGSGEGVALGTTRKFQATGSRPAGEEDAGGPERPGDVVNVVFVDRSGQRIPVSGRVGDNVLHLAQRHGVDLEGACEASLACSTCHVYVSEDHLDLLPPPEEREDDMLDMAPLLQENSRLGCQIVLTPELEGAEFTLPKITRNFYVDGHVPKPH. Result: 0 (no interaction). (5) The miRNA is hsa-miR-6727-5p with sequence CUCGGGGCAGGCGGCUGGGAGCG. The protein sequence of the target gene is MVTAFLNERQATTEEMALVSNALAAYSFIADQPERAALYFVCGVCLGLVLTLIALVVQISCRTDCKTQQAPKKTGKTVENTSDTSDSDSDWDNTSDLSARRHRRFERTLGNVFTSAEELERAQRLEERERIIREIWMNGQPDMPGTRSLNRYY. Result: 0 (no interaction). (6) The miRNA is mmu-miR-3090-3p with sequence UCCCAGGUGACACCCUGACUCA. The protein sequence of the target gene is MLAELGFIRTIGENDEVPVEPESDSGDEEEEGPIVLGRKQKALQKNRSADFNPDFVFTEKEGMYDGSWALADVMSQLKKKRAATTLDEKIEKVRKRRKAEDKEAKSGKVEEKEGQADSDLKGQENPGEDEAGSKDEDSETDYSSEDEEILTKADTLKVKEKKKKKKGQAAGGFFEDASEYDKSLSFQDMNLSRPLLKAITAMGFKQPTPIQKACIPVGLLGKDICACAATGTGKTAAFALPVLERLIYKPRQAAVTRVLVLVPTRELGIQVHSVTKQLAQFCSITTCLAVGGLDVKSQEA.... Result: 1 (interaction). (7) The miRNA is hsa-miR-6731-3p with sequence UCUAUUCCCCACUCUCCCCAG. The protein sequence of the target gene is MDVTSSSGGGGDPRQIEETKPLLGGDVSAPEGTKMGAVPCRRALLLCNGMRYKLLQEGDIQVCVIRHPRTFLSKILTSKFLRRWEPHHLTLADNSLASATPTGYMENSVSYSAIEDVQLLSWENAPKYCLQLTIPGGTVLLQAANSYLRDQWFHSLQWKKKIYKYKKVLSNPSRWEVVLKEIRTLVDMALTSPLQDDSINQAPLEIVSKLLSENTNLTTQEHENIIVAIAPLLENNHPPPDLCEFFCKHCRERPRSMVVIEVFTPVVQRILKHNMDFGKCPRLRLFTQEYILALNELNAG.... Result: 0 (no interaction). (8) The miRNA is hsa-miR-124-3p with sequence UAAGGCACGCGGUGAAUGCCAA. The protein sequence of the target gene is MRTVVLTMKASVIEMFLVLLVTGVHSNKETAKKIKRPKFTVPQINCDVKAGKIIDPEFIVKCPAGCQDPKYHVYGTDVYASYSSVCGAAVHSGVLDNSGGKILVRKVAGQSGYKGSYSNGVQSLSLPRWRESFIVLESKPKKGVTYPSALTYSSSKSPAAQAGETTKAYQRPPIPGTTAQPVTLMQLLAVTVAVATPTTLPRPSPSAASTTSIPRPQSVGHRSQEMDLWSTATYTSSQNRPRADPGIQRQDPSGAAFQKPVGADVSLGLVPKEELSTQSLEPVSLGDPNCKIDLSFLIDG.... Result: 1 (interaction). (9) The miRNA is hsa-miR-155-5p with sequence UUAAUGCUAAUCGUGAUAGGGGUU. The protein sequence of the target gene is MAEPSAATQSHSISSSSFGAEPSAPGGGGSPGACPALGTKSCSSSCADSFVSSSSSQPVSLFSTSQEGLSSLCSDEPSSEIMTSSFLSSSEIHNTGLTILHGEKSHVLGSQPILAKEGKDHLDLLDMKKMEKPQGTSNNVSDSSVSLAAGVHCDRPSIPASFPEHPAFLSKKIGQVEEQIDKETKNPNGVSSREAKTALDADDRFTLLTAQKPPTEYSKVEGIYTYSLSPSKVSGDDVIEKDSPESPFEVIIDKAAFDKEFKDSYKESTDDFGSWSVHTDKESSEDISETNDKLFPLRNK.... Result: 1 (interaction). (10) The miRNA is hsa-miR-6754-5p with sequence CCAGGGAGGCUGGUUUGGAGGA. The protein sequence of the target gene is MSALGSPVRAYDFLLKFLLVGDSDVGKGEILASLQDGAAESPYGHPAGIDYKTTTILLDGRRVKLQLWDTSGQGRFCTIFRSYSRGAQGVILVYDIANRWSFDGIDRWIKEIDEHAPGVPKILVGNRLHLAFKRQVPTEQAQAYAERLGVTFFEVSPLCNFNITESFTELARIVLLRHGMDRLWRPSKVLSLQDLCCRAVVSCTPVHLVDKLPLPIALRSHLKSFSMANGLNARMMHGGSYSLTTSSTHKRSSLRKVKLVRPPQSPPKNCTRNSCKIS. Result: 0 (no interaction).